Dataset: Reaction yield outcomes from USPTO patents with 853,638 reactions. Task: Predict the reaction yield, written as a fraction of the theoretical maximum amount of product (1.0 means a 100% yield; for example, 0.34 means a 34% yield). (1) The reactants are Cl[C:2]1[C:8]2[CH:9]=[CH:10][CH:11]=[CH:12][C:7]=2[S:6][C:5]2[CH:13]=[CH:14][CH:15]=[CH:16][C:4]=2[N:3]=1.[CH2:17]1[CH2:21]O[CH2:19][CH2:18]1.[Cl-].[Mg+2].[Cl-]. The catalyst is CN1CCCC1=O. The product is [CH2:21]([C:2]1[C:8]2[CH:9]=[CH:10][CH:11]=[CH:12][C:7]=2[S:6][C:5]2[CH:13]=[CH:14][CH:15]=[CH:16][C:4]=2[N:3]=1)[CH2:17][CH2:18][CH3:19]. The yield is 0.930. (2) The reactants are C([O:8][CH2:9][C:10]1([C:14]2[CH:19]=[CH:18][C:17]([C:20]3[CH:21]=[C:22]4[C:26](=[CH:27][C:28]=3[Cl:29])[NH:25][CH:24]=[C:23]4[C:30]([O:32][CH3:33])=[O:31])=[CH:16][CH:15]=2)[CH2:13][O:12][CH2:11]1)C1C=CC=CC=1.B(Cl)(Cl)Cl. The catalyst is C(Cl)Cl. The product is [Cl:29][C:28]1[CH:27]=[C:26]2[C:22]([C:23]([C:30]([O:32][CH3:33])=[O:31])=[CH:24][NH:25]2)=[CH:21][C:20]=1[C:17]1[CH:16]=[CH:15][C:14]([C:10]2([CH2:9][OH:8])[CH2:11][O:12][CH2:13]2)=[CH:19][CH:18]=1. The yield is 0.250. (3) The reactants are [NH2:1][C:2]1[N:6]([CH3:7])[C:5](=[O:8])[C:4]([C:20]2[CH:25]=[CH:24][C:23]([O:26][CH:27]([F:29])[F:28])=[CH:22][CH:21]=2)([C:9]2[CH:14]=[CH:13][CH:12]=[C:11]([CH:15]3[CH2:18][C:17](=[O:19])[CH2:16]3)[CH:10]=2)[N:3]=1.[BH4-].[Na+]. No catalyst specified. The product is [NH2:1][C:2]1[N:6]([CH3:7])[C:5](=[O:8])[C:4]([C:20]2[CH:21]=[CH:22][C:23]([O:26][CH:27]([F:29])[F:28])=[CH:24][CH:25]=2)([C:9]2[CH:14]=[CH:13][CH:12]=[C:11]([CH:15]3[CH2:16][CH:17]([OH:19])[CH2:18]3)[CH:10]=2)[N:3]=1. The yield is 0.940.